The task is: Regression. Given a peptide amino acid sequence and an MHC pseudo amino acid sequence, predict their binding affinity value. This is MHC class I binding data.. This data is from Peptide-MHC class I binding affinity with 185,985 pairs from IEDB/IMGT. (1) The peptide sequence is GLIEEMASA. The MHC is HLA-B27:05 with pseudo-sequence HLA-B27:05. The binding affinity (normalized) is 0.0847. (2) The peptide sequence is SYFPDSNNV. The MHC is HLA-A02:01 with pseudo-sequence HLA-A02:01. The binding affinity (normalized) is 0.0847.